This data is from Forward reaction prediction with 1.9M reactions from USPTO patents (1976-2016). The task is: Predict the product of the given reaction. (1) Given the reactants [F:1][C:2]([C:5]1[CH:6]=[C:7](B2OC(C)(C)C(C)(C)O2)[CH:8]=[CH:9][C:10]=1[F:11])([F:4])[CH3:3].[Cl:21][C:22]1[CH:23]=[C:24]([CH2:28][N:29]2[CH:33]=[CH:32][N:31]=[C:30]2[CH3:34])[N:25]=[N:26][CH:27]=1, predict the reaction product. The product is: [ClH:21].[F:4][C:2]([C:5]1[CH:6]=[C:7]([C:22]2[CH:23]=[C:24]([CH2:28][N:29]3[CH:33]=[CH:32][N:31]=[C:30]3[CH3:34])[N:25]=[N:26][CH:27]=2)[CH:8]=[CH:9][C:10]=1[F:11])([F:1])[CH3:3]. (2) Given the reactants Br[C:2]1[CH:3]=[C:4]2[C:12](=[CH:13][CH:14]=1)[C:11]1[O:10][N:9]=[C:8]([C:15]3[CH:20]=[CH:19][C:18]([CH2:21][CH2:22][CH3:23])=[CH:17][CH:16]=3)[C:7]=1[CH2:6][CH2:5]2.[Cl-].[Li+].[CH2:26]([Sn](CCCC)(CCCC)C=C)[CH2:27]CC, predict the reaction product. The product is: [CH2:21]([C:18]1[CH:17]=[CH:16][C:15]([C:8]2[C:7]3[CH2:6][CH2:5][C:4]4[C:12]([C:11]=3[O:10][N:9]=2)=[CH:13][CH:14]=[C:2]([CH:26]=[CH2:27])[CH:3]=4)=[CH:20][CH:19]=1)[CH2:22][CH3:23].